From a dataset of CYP1A2 inhibition data for predicting drug metabolism from PubChem BioAssay. Regression/Classification. Given a drug SMILES string, predict its absorption, distribution, metabolism, or excretion properties. Task type varies by dataset: regression for continuous measurements (e.g., permeability, clearance, half-life) or binary classification for categorical outcomes (e.g., BBB penetration, CYP inhibition). Dataset: cyp1a2_veith. (1) The drug is CC(NC(=O)c1cccc(F)c1)C(c1cccs1)N1CCN(C)CC1. The result is 0 (non-inhibitor). (2) The result is 0 (non-inhibitor). The compound is CCc1ccc(OCC(=O)Nc2ccc(-c3nc4ccccc4o3)c(O)c2)cc1. (3) The molecule is COc1cccc(C(=O)N(C)c2nnc(-c3ccncc3)s2)c1. The result is 1 (inhibitor). (4) The molecule is O=C1CC2(CCCC2)CC(=O)N1CCNC[C@H]1COc2ccccc2O1. The result is 1 (inhibitor). (5) The molecule is CNC[C@H](O)c1cccc(O)c1. The result is 0 (non-inhibitor). (6) The drug is CN(C)c1cc[n+](CC(=O)Nc2ccc([N+](=O)[O-])cc2Cl)cc1.[Cl-]. The result is 0 (non-inhibitor). (7) The compound is O=C(NC(NCc1ccccc1)C(Cl)(Cl)Cl)c1cccnc1. The result is 0 (non-inhibitor). (8) The molecule is COc1ccccc1-c1nc(N2CCOCC2)c2ccccc2n1. The result is 1 (inhibitor). (9) The compound is CCOCCCn1cnc2c([nH]c3cc(OC)ccc32)c1=O. The result is 1 (inhibitor). (10) The drug is COCCn1c(=O)c(CCc2ccccc2)nc2cnc(N(C)C)nc21. The result is 1 (inhibitor).